This data is from Forward reaction prediction with 1.9M reactions from USPTO patents (1976-2016). The task is: Predict the product of the given reaction. (1) Given the reactants [Cl:1][C:2]1[C:9]([CH3:10])=[C:8]([C:11]2[C@@H:12]([O:20][CH:21]3[CH2:26][CH2:25][CH2:24][CH2:23][O:22]3)[C@@H:13]3[C@@H:18]([OH:19])[CH2:17][CH2:16][N:14]3[N:15]=2)[CH:7]=[CH:6][C:3]=1[C:4]#[N:5].C1C=CC(P(C2C=CC=CC=2)C2C=CC=CC=2)=CC=1.[C:46](O)(=[O:53])[C:47]1[CH:52]=[CH:51][CH:50]=[CH:49][CH:48]=1.CC(OC(/N=N/C(OC(C)C)=O)=O)C, predict the reaction product. The product is: [C:46]([O:19][C@H:18]1[C@@H:13]2[N:14]([N:15]=[C:11]([C:8]3[CH:7]=[CH:6][C:3]([C:4]#[N:5])=[C:2]([Cl:1])[C:9]=3[CH3:10])[C@H:12]2[O:20][CH:21]2[CH2:26][CH2:25][CH2:24][CH2:23][O:22]2)[CH2:16][CH2:17]1)(=[O:53])[C:47]1[CH:52]=[CH:51][CH:50]=[CH:49][CH:48]=1. (2) Given the reactants [F:1][C:2]1[CH:3]=[C:4]([S:8]([O-:10])=[O:9])[CH:5]=[CH:6][CH:7]=1.[Na+].[Cl:12][C:13]1[C:18]2[O:19][C:20]3[CH2:25][CH2:24][N:23]([C:26]([O:28][C:29]([CH3:32])([CH3:31])[CH3:30])=[O:27])[CH2:22][C:21]=3[C:17]=2[CH:16]=[C:15](Br)[CH:14]=1, predict the reaction product. The product is: [Cl:12][C:13]1[C:18]2[O:19][C:20]3[CH2:25][CH2:24][N:23]([C:26]([O:28][C:29]([CH3:32])([CH3:31])[CH3:30])=[O:27])[CH2:22][C:21]=3[C:17]=2[CH:16]=[C:15]([S:8]([C:4]2[CH:5]=[CH:6][CH:7]=[C:2]([F:1])[CH:3]=2)(=[O:10])=[O:9])[CH:14]=1.